This data is from CYP3A4 inhibition data for predicting drug metabolism from PubChem BioAssay. The task is: Regression/Classification. Given a drug SMILES string, predict its absorption, distribution, metabolism, or excretion properties. Task type varies by dataset: regression for continuous measurements (e.g., permeability, clearance, half-life) or binary classification for categorical outcomes (e.g., BBB penetration, CYP inhibition). Dataset: cyp3a4_veith. (1) The drug is CC1=NN(c2ccc(Br)cc2)C(=O)/C1=C/c1cccs1. The result is 1 (inhibitor). (2) The drug is O=C(N/N=C/c1ccc(O)cc1)c1csc2ccccc12. The result is 0 (non-inhibitor).